This data is from Catalyst prediction with 721,799 reactions and 888 catalyst types from USPTO. The task is: Predict which catalyst facilitates the given reaction. Reactant: [NH2:1][C:2]1[CH:10]=[C:9]([F:11])[CH:8]=[CH:7][C:3]=1[C:4](O)=[O:5].[N:12]([O-])=O.[Na+].S([O-])([O-])=O.[Na+].[Na+].C(=O)(O)[O-].[Na+]. Product: [F:11][C:9]1[CH:10]=[C:2]2[C:3]([C:4]([OH:5])=[N:12][NH:1]2)=[CH:7][CH:8]=1. The catalyst class is: 223.